This data is from Reaction yield outcomes from USPTO patents with 853,638 reactions. The task is: Predict the reaction yield, written as a fraction of the theoretical maximum amount of product (1.0 means a 100% yield; for example, 0.34 means a 34% yield). (1) The reactants are [Br:1][C:2]1[C:7]([CH3:8])=[CH:6][C:5]([CH3:9])=[CH:4][C:3]=1O.[OH-:11].[Na+].O.[Cl:14][CH2:15][CH2:16]Cl. The catalyst is [Cl-].C([N+](CCCC)(CCCC)CCCC)C1C=CC=CC=1. The product is [Br:1][CH:2]1[CH:3]=[CH:4][C:5]([CH3:9])=[CH:6][C:7]1([O:11][CH2:16][CH2:15][Cl:14])[CH3:8]. The yield is 0.900. (2) The yield is 0.380. The reactants are [Cl:1][C:2]1[CH:21]=[C:20]([Cl:22])[CH:19]=[CH:18][C:3]=1[O:4][CH2:5][C:6]1[CH:7]=[C:8]([CH2:16][OH:17])[CH:9]=[C:10]([O:12][CH:13]([CH3:15])[CH3:14])[CH:11]=1.O[C:24]1[C:28]([CH2:29][CH2:30][C:31]([O:33]CC)=[O:32])=[CH:27][N:26]([C:36]2[CH:41]=[CH:40][CH:39]=[CH:38][CH:37]=2)[N:25]=1.C(P(CCCC)CCCC)CCC.N(C(N1CCCCC1)=O)=NC(N1CCCCC1)=O.O1CCCC1CCO.[OH-].[Na+].Cl. The product is [Cl:1][C:2]1[CH:21]=[C:20]([Cl:22])[CH:19]=[CH:18][C:3]=1[O:4][CH2:5][C:6]1[CH:7]=[C:8]([CH:9]=[C:10]([O:12][CH:13]([CH3:15])[CH3:14])[CH:11]=1)[CH2:16][O:17][C:24]1[C:28]([CH2:29][CH2:30][C:31]([OH:33])=[O:32])=[CH:27][N:26]([C:36]2[CH:41]=[CH:40][CH:39]=[CH:38][CH:37]=2)[N:25]=1. The catalyst is O1CCCC1. (3) The reactants are CCN(C(C)C)C(C)C.[F:10][C:11]1[CH:32]=[C:31]([N+:33]([O-:35])=[O:34])[CH:30]=[CH:29][C:12]=1[O:13][C:14]1[CH:19]=[CH:18][N:17]=[C:16]2[CH:20]=[C:21]([C:23]3[CH2:24][CH2:25][NH:26][CH2:27][CH:28]=3)[S:22][C:15]=12.Cl.[CH3:37][N:38]([CH3:43])[CH2:39][C:40](Cl)=[O:41]. The catalyst is C(Cl)Cl. The product is [CH3:37][N:38]([CH3:43])[CH2:39][C:40]([N:26]1[CH2:25][CH2:24][C:23]([C:21]2[S:22][C:15]3[C:16](=[N:17][CH:18]=[CH:19][C:14]=3[O:13][C:12]3[CH:29]=[CH:30][C:31]([N+:33]([O-:35])=[O:34])=[CH:32][C:11]=3[F:10])[CH:20]=2)=[CH:28][CH2:27]1)=[O:41]. The yield is 0.540. (4) The reactants are [C:1]1([CH2:11][C:12]([NH:14][C:15]2[N:16]=[CH:17][N:18]([C@H:20]3[CH2:23][C@H:22](OS(C4C=CC(C)=CC=4)(=O)=O)[CH2:21]3)[CH:19]=2)=[O:13])[C:10]2[C:5](=[CH:6][CH:7]=[CH:8][CH:9]=2)[CH:4]=[CH:3][CH:2]=1.[N-:35]=[N+:36]=[N-:37].[Na+].C(Cl)(Cl)Cl. The catalyst is C(O)C.O. The product is [N:35]([C@@H:22]1[CH2:23][C@H:20]([N:18]2[CH:19]=[C:15]([NH:14][C:12](=[O:13])[CH2:11][C:1]3[C:10]4[C:5](=[CH:6][CH:7]=[CH:8][CH:9]=4)[CH:4]=[CH:3][CH:2]=3)[N:16]=[CH:17]2)[CH2:21]1)=[N+:36]=[N-:37]. The yield is 0.790. (5) The reactants are [CH3:1][S:2][C:3]1[C:4]2[CH:11]=[C:10](I)[S:9][C:5]=2[N:6]=[CH:7][N:8]=1.C([Sn](CCCC)(CCCC)[C:18]1[N:22]([CH3:23])[CH:21]=[N:20][C:19]=1[I:24])CCC. The catalyst is CN(C=O)C.[Pd].C1(P(C2C=CC=CC=2)C2C=CC=CC=2)C=CC=CC=1.C1(P(C2C=CC=CC=2)C2C=CC=CC=2)C=CC=CC=1.C1(P(C2C=CC=CC=2)C2C=CC=CC=2)C=CC=CC=1.C1(P(C2C=CC=CC=2)C2C=CC=CC=2)C=CC=CC=1. The product is [I:24][C:19]1[N:20]=[CH:21][N:22]([CH3:23])[C:18]=1[C:10]1[S:9][C:5]2[N:6]=[CH:7][N:8]=[C:3]([S:2][CH3:1])[C:4]=2[CH:11]=1. The yield is 0.670.